From a dataset of Peptide-MHC class I binding affinity with 185,985 pairs from IEDB/IMGT. Regression. Given a peptide amino acid sequence and an MHC pseudo amino acid sequence, predict their binding affinity value. This is MHC class I binding data. (1) The peptide sequence is RLRQDTEDI. The MHC is HLA-A02:03 with pseudo-sequence HLA-A02:03. The binding affinity (normalized) is 0.449. (2) The peptide sequence is RAKFKQLL. The MHC is HLA-B44:02 with pseudo-sequence HLA-B44:02. The binding affinity (normalized) is 0.213. (3) The peptide sequence is KIKNRIERL. The MHC is HLA-B07:02 with pseudo-sequence HLA-B07:02. The binding affinity (normalized) is 0.0847. (4) The peptide sequence is KIKQDVRDKR. The MHC is HLA-A31:01 with pseudo-sequence HLA-A31:01. The binding affinity (normalized) is 0.707. (5) The peptide sequence is NPKLRNCRI. The MHC is HLA-A01:01 with pseudo-sequence HLA-A01:01. The binding affinity (normalized) is 0.0847.